From a dataset of Forward reaction prediction with 1.9M reactions from USPTO patents (1976-2016). Predict the product of the given reaction. (1) Given the reactants Cl[C:2]1[CH:10]=[CH:9][C:5]([C:6]([OH:8])=O)=[CH:4][N:3]=1.CN(C(ON1N=[N:26][C:21]2[CH:22]=[CH:23]C=NC1=2)=[N+](C)C)C.F[P-](F)(F)(F)(F)F.CC[N:37](C(C)C)C(C)C.[NH2:44][C:45]1[S:46][C:47]([C:50]2[O:51][CH:52]=[CH:53][CH:54]=2)=[N:48][N:49]=1, predict the reaction product. The product is: [O:51]1[CH:52]=[CH:53][CH:54]=[C:50]1[C:47]1[S:46][C:45]([NH:44][C:6](=[O:8])[C:5]2[CH:9]=[CH:10][C:2]([NH:26][CH2:21][CH2:22][CH2:23][NH2:37])=[N:3][CH:4]=2)=[N:49][N:48]=1. (2) Given the reactants [CH3:1][O:2][C:3]([C:5]1[N:6]=[C:7]([NH:10][C:11](=[O:44])[C@@H:12]([NH:20][C:21](=[O:43])[CH:22]([NH:32]C(OCC2C=CC=CC=2)=O)[C:23]2[CH:28]=[CH:27][C:26]([O:29][CH3:30])=[C:25]([CH3:31])[CH:24]=2)[CH2:13][C:14]2[CH:19]=[CH:18][CH:17]=[CH:16][CH:15]=2)[S:8][CH:9]=1)=[O:4].C(O)=O, predict the reaction product. The product is: [CH3:1][O:2][C:3]([C:5]1[N:6]=[C:7]([NH:10][C:11](=[O:44])[C@@H:12]([NH:20][C:21](=[O:43])[CH:22]([NH2:32])[C:23]2[CH:28]=[CH:27][C:26]([O:29][CH3:30])=[C:25]([CH3:31])[CH:24]=2)[CH2:13][C:14]2[CH:15]=[CH:16][CH:17]=[CH:18][CH:19]=2)[S:8][CH:9]=1)=[O:4]. (3) The product is: [CH2:1]([C@@H:8]1[CH2:12][O:11][C:10](=[O:13])[N:9]1[C:14](=[O:19])[C@H:15]([CH2:29][C:30]1[C:31]([Cl:39])=[CH:32][C:33]([O:37][CH3:38])=[CH:34][C:35]=1[Cl:36])[CH2:16][CH:17]=[CH2:18])[C:2]1[CH:3]=[CH:4][CH:5]=[CH:6][CH:7]=1. Given the reactants [CH2:1]([C@@H:8]1[CH2:12][O:11][C:10](=[O:13])[N:9]1[C:14](=[O:19])[CH2:15][CH2:16][CH:17]=[CH2:18])[C:2]1[CH:7]=[CH:6][CH:5]=[CH:4][CH:3]=1.[Li+].CC([N-]C(C)C)C.Br[CH2:29][C:30]1[C:35]([Cl:36])=[CH:34][C:33]([O:37][CH3:38])=[CH:32][C:31]=1[Cl:39], predict the reaction product. (4) The product is: [CH3:18][S:15]([N:10]1[CH2:9][CH2:8][C:7]2[C:12](=[CH:13][CH:14]=[C:5]([C:3]3[N:4]=[C:33]([CH2:32][CH:29]4[CH2:28][CH2:27][N:26]([C:19]([O:21][C:22]([CH3:23])([CH3:25])[CH3:24])=[O:20])[CH2:31][CH2:30]4)[O:1][N:2]=3)[CH:6]=2)[CH2:11]1)(=[O:17])=[O:16]. Given the reactants [OH:1][N:2]=[C:3]([C:5]1[CH:6]=[C:7]2[C:12](=[CH:13][CH:14]=1)[CH2:11][N:10]([S:15]([CH3:18])(=[O:17])=[O:16])[CH2:9][CH2:8]2)[NH2:4].[C:19]([N:26]1[CH2:31][CH2:30][CH:29]([CH2:32][C:33](O)=O)[CH2:28][CH2:27]1)([O:21][C:22]([CH3:25])([CH3:24])[CH3:23])=[O:20], predict the reaction product. (5) Given the reactants [CH3:1][S:2]([CH3:5])(=[O:4])=[O:3].[Li]CCCC.[CH:11]1([O:16][C:17]2[CH:24]=[CH:23][C:20](C=O)=[C:19]([B:25]3[O:29][C:28](C)(C)C(C)(C)[O:26]3)[CH:18]=2)[CH2:15][CH2:14][CH2:13][CH2:12]1, predict the reaction product. The product is: [CH:11]1([O:16][C:17]2[CH:24]=[CH:23][C:20]3[CH:28]([CH2:1][S:2]([CH3:5])(=[O:4])=[O:3])[O:29][B:25]([OH:26])[C:19]=3[CH:18]=2)[CH2:12][CH2:13][CH2:14][CH2:15]1. (6) Given the reactants Cl[C:2]1[N:3]=[C:4]2[N:12]([CH2:13][C:14](=[O:18])[CH:15]([CH3:17])[CH3:16])[C@H:11]([C:19]([F:22])([F:21])[F:20])[CH2:10][CH2:9][N:5]2[C:6](=[O:8])[CH:7]=1.Cl.[C@H:24]12[CH2:30][C@H:27]([NH:28][CH2:29]1)[CH2:26][O:25]2.C(N(CC)CC)C, predict the reaction product. The product is: [CH3:16][CH:15]([CH3:17])[C:14](=[O:18])[CH2:13][N:12]1[C:4]2=[N:3][C:2]([N:28]3[CH2:29][C@@H:24]4[CH2:30][C@H:27]3[CH2:26][O:25]4)=[CH:7][C:6](=[O:8])[N:5]2[CH2:9][CH2:10][C@H:11]1[C:19]([F:22])([F:21])[F:20].